This data is from Retrosynthesis with 50K atom-mapped reactions and 10 reaction types from USPTO. The task is: Predict the reactants needed to synthesize the given product. (1) Given the product CN(C(=O)CC(=O)Nc1ccc(Oc2ccnc3cc(-c4nccn4C)sc23)c(F)c1)c1ccccc1, predict the reactants needed to synthesize it. The reactants are: CN(C(=O)CC(=O)O)c1ccccc1.Cn1ccnc1-c1cc2nccc(Oc3ccc(N)cc3F)c2s1. (2) Given the product CCCn1c(COCC)nc2c(N)nc3ccc(OCCCCCCNC(=O)C(C)C)cc3c21, predict the reactants needed to synthesize it. The reactants are: CC(C)C(=O)Cl.CCCn1c(COCC)nc2c(N)nc3ccc(OCCCCCCN)cc3c21. (3) Given the product Cc1cc(C#N)ccc1C(=O)N1CCCCc2ccccc21, predict the reactants needed to synthesize it. The reactants are: Cc1cc(C#N)ccc1C(=O)O.c1ccc2c(c1)CCCCN2. (4) The reactants are: Nc1ccc(S(=O)C(F)(F)C(F)F)cc1F.O=C=NC(=O)c1c(F)cccc1Cl. Given the product O=C(NC(=O)c1c(F)cccc1Cl)Nc1ccc(S(=O)C(F)(F)C(F)F)cc1F, predict the reactants needed to synthesize it.